Dataset: Forward reaction prediction with 1.9M reactions from USPTO patents (1976-2016). Task: Predict the product of the given reaction. The product is: [I-:1].[CH2:31]([N:33]([CH3:37])[C:34]([O:2][C:3]1[CH:4]=[C:5]([C@@H:9]([N+:11]([CH3:21])([CH3:20])[C@H:12]([C:14]2[CH:19]=[CH:18][CH:17]=[CH:16][CH:15]=2)[CH3:13])[CH3:10])[CH:6]=[CH:7][CH:8]=1)=[O:35])[CH3:32]. Given the reactants [I-:1].[OH:2][C:3]1[CH:4]=[C:5]([C@@H:9]([N+:11]([CH3:21])([CH3:20])[C@H:12]([C:14]2[CH:19]=[CH:18][CH:17]=[CH:16][CH:15]=2)[CH3:13])[CH3:10])[CH:6]=[CH:7][CH:8]=1.C(#N)C.C(=O)([O-])[O-].[K+].[K+].[CH2:31]([N:33]([CH3:37])[C:34](Cl)=[O:35])[CH3:32], predict the reaction product.